This data is from CYP2D6 inhibition data for predicting drug metabolism from PubChem BioAssay. The task is: Regression/Classification. Given a drug SMILES string, predict its absorption, distribution, metabolism, or excretion properties. Task type varies by dataset: regression for continuous measurements (e.g., permeability, clearance, half-life) or binary classification for categorical outcomes (e.g., BBB penetration, CYP inhibition). Dataset: cyp2d6_veith. (1) The molecule is Nc1c2c(nc3ccccc13)CCC[C@H]2O. The result is 0 (non-inhibitor). (2) The molecule is O=C(Oc1ccccc1)N1CCC2(CC1)CCN(c1ncccn1)CC2. The result is 0 (non-inhibitor). (3) The molecule is COc1cc(CNCCN2CCOCC2)ccc1OCc1ccccc1Cl.Cl. The result is 1 (inhibitor).